From a dataset of Catalyst prediction with 721,799 reactions and 888 catalyst types from USPTO. Predict which catalyst facilitates the given reaction. (1) Reactant: [Cl:1][C:2]1[CH:3]=[C:4]([C:8]2[C:13]3[N:14]([CH2:29][C@H:30]4[CH2:35][CH2:34][C@H:33]([CH3:36])[CH2:32][CH2:31]4)[C:15]([N:17]4[CH2:22][CH2:21][O:20][CH2:19][C@H:18]4[C:23]4[CH:28]=[CH:27][CH:26]=[CH:25][CH:24]=4)=[N:16][C:12]=3[CH:11]=[C:10]([C:37]#[N:38])[N:9]=2)[CH:5]=[N:6][CH:7]=1.[Cl-].[Cl-].CC1(C)CCCC(C)(C)[N-]1.[Mg+2].[Li+].[Br:53]N1C(C)(C)C(=O)N(Br)C1=O. Product: [Br:53][C:11]1[C:12]2[N:16]=[C:15]([N:17]3[CH2:22][CH2:21][O:20][CH2:19][C@H:18]3[C:23]3[CH:28]=[CH:27][CH:26]=[CH:25][CH:24]=3)[N:14]([CH2:29][C@H:30]3[CH2:35][CH2:34][C@H:33]([CH3:36])[CH2:32][CH2:31]3)[C:13]=2[C:8]([C:4]2[CH:5]=[N:6][CH:7]=[C:2]([Cl:1])[CH:3]=2)=[N:9][C:10]=1[C:37]#[N:38]. The catalyst class is: 1. (2) Reactant: [I:1]N1C(=O)CCC1=O.[C:9]1([C:15]2[C:16]3[C:21]([CH:22]=[C:23]4[C:28]=2[CH:27]=[CH:26][CH:25]=[CH:24]4)=[CH:20][CH:19]=[CH:18][CH:17]=3)[CH:14]=[CH:13][CH:12]=[CH:11][CH:10]=1. Product: [I:1][C:22]1[C:23]2[C:28]([C:15]([C:9]3[CH:10]=[CH:11][CH:12]=[CH:13][CH:14]=3)=[C:16]3[C:21]=1[CH:20]=[CH:19][CH:18]=[CH:17]3)=[CH:27][CH:26]=[CH:25][CH:24]=2. The catalyst class is: 15. (3) Reactant: [C:1]([O:5][C:6]([N:8]1[CH2:13][CH2:12][CH:11]([O:14][C:15]2[C:16]([C:31](OC)=[O:32])=[N:17][N:18]([C:22]3[CH:27]=[CH:26][C:25]([C:28]#[N:29])=[C:24]([F:30])[CH:23]=3)[C:19](=[O:21])[CH:20]=2)[CH2:10][CH2:9]1)=[O:7])([CH3:4])([CH3:3])[CH3:2].[BH4-].[Na+].CCOC(C)=O.O. Product: [C:28]([C:25]1[CH:26]=[CH:27][C:22]([N:18]2[C:19](=[O:21])[CH:20]=[C:15]([O:14][CH:11]3[CH2:10][CH2:9][N:8]([C:6]([O:5][C:1]([CH3:2])([CH3:3])[CH3:4])=[O:7])[CH2:13][CH2:12]3)[C:16]([CH2:31][OH:32])=[N:17]2)=[CH:23][C:24]=1[F:30])#[N:29]. The catalyst class is: 36. (4) Product: [ClH:1].[CH3:27][N:16]([CH2:15][CH:12]1[CH2:13][CH2:14][NH:9][CH2:10][CH2:11]1)[C:17]1[CH:22]=[CH:21][N:20]=[C:19]([C:23]([F:24])([F:25])[F:26])[CH:18]=1. The catalyst class is: 5. Reactant: [ClH:1].C(OC([N:9]1[CH2:14][CH2:13][CH:12]([CH2:15][N:16]([CH3:27])[C:17]2[CH:22]=[CH:21][N:20]=[C:19]([C:23]([F:26])([F:25])[F:24])[CH:18]=2)[CH2:11][CH2:10]1)=O)(C)(C)C. (5) Reactant: CN(C=O)C.[CH:6]1([OH:11])[CH2:10][CH2:9][CH2:8][CH2:7]1.[H-].[Na+].Cl[C:15]1[CH:16]=[C:17]([N:24]([CH2:32][CH:33]([CH3:35])[CH3:34])[C:25](=[O:31])[O:26][C:27]([CH3:30])([CH3:29])[CH3:28])[C:18]2[N:19]([CH:21]=[N:22][N:23]=2)[N:20]=1. Product: [CH:6]1([O:11][C:15]2[CH:16]=[C:17]([N:24]([CH2:32][CH:33]([CH3:35])[CH3:34])[C:25](=[O:31])[O:26][C:27]([CH3:28])([CH3:29])[CH3:30])[C:18]3[N:19]([CH:21]=[N:22][N:23]=3)[N:20]=2)[CH2:10][CH2:9][CH2:8][CH2:7]1. The catalyst class is: 84. (6) Product: [CH2:1]([N:8]1[CH2:13][CH:12]=[C:11]([N:15]2[CH2:19][CH2:18][CH2:17][CH2:16]2)[CH2:10][CH2:9]1)[C:2]1[CH:7]=[CH:6][CH:5]=[CH:4][CH:3]=1. The catalyst class is: 11. Reactant: [CH2:1]([N:8]1[CH2:13][CH2:12][C:11](=O)[CH2:10][CH2:9]1)[C:2]1[CH:7]=[CH:6][CH:5]=[CH:4][CH:3]=1.[NH:15]1[CH2:19][CH2:18][CH2:17][CH2:16]1.